This data is from Reaction yield outcomes from USPTO patents with 853,638 reactions. The task is: Predict the reaction yield, written as a fraction of the theoretical maximum amount of product (1.0 means a 100% yield; for example, 0.34 means a 34% yield). (1) The reactants are [OH:1][NH:2][C:3]([C:5]1[CH:14]=[C:13]2[C:8]([CH2:9][CH2:10][CH:11]([NH:15][C:16]([C:18]3([CH3:31])[CH2:23][CH2:22][N:21](C(OC(C)(C)C)=O)[CH2:20][CH2:19]3)=[O:17])[CH2:12]2)=[CH:7][CH:6]=1)=[O:4].Cl. The catalyst is C(Cl)Cl.O1CCOCC1. The product is [OH:1][NH:2][C:3]([C:5]1[CH:14]=[C:13]2[C:8]([CH2:9][CH2:10][CH:11]([NH:15][C:16]([C:18]3([CH3:31])[CH2:23][CH2:22][NH:21][CH2:20][CH2:19]3)=[O:17])[CH2:12]2)=[CH:7][CH:6]=1)=[O:4]. The yield is 0.950. (2) The yield is 0.640. The reactants are C(O)(=O)/[CH:2]=[CH:3]/[C:4]1[CH:12]=[CH:11][C:9]([OH:10])=[C:6]([O:7]C)[CH:5]=1.[OH-].[K+].[CH3:17]C1NC=CN=1. The catalyst is CN(C)C=O. The product is [CH:3]([C:4]1[CH:5]=[C:6]([OH:7])[C:9]([O:10][CH3:17])=[CH:11][CH:12]=1)=[CH2:2]. (3) The reactants are C([O:8][C:9]1[CH:10]=[C:11]([N:16]2[CH:20]=[CH:19][C:18]([CH3:21])=[N:17]2)[CH:12]=[CH:13][C:14]=1[F:15])C1C=CC=CC=1. The catalyst is CO.[Pd]. The product is [F:15][C:14]1[CH:13]=[CH:12][C:11]([N:16]2[CH:20]=[CH:19][C:18]([CH3:21])=[N:17]2)=[CH:10][C:9]=1[OH:8]. The yield is 0.855. (4) The reactants are Cl.[C:2](O)(=O)C.[CH:6]1([CH2:12][C:13]2[CH:19]=[CH:18][C:16]([OH:17])=[CH:15][C:14]=2[OH:20])[CH2:11][CH2:10][CH2:9][CH2:8]C1. The catalyst is CO. The product is [CH:12]1([C:13]2[CH:19]=[CH:18][C:16]([OH:17])=[C:15]([CH3:2])[C:14]=2[OH:20])[CH2:8][CH2:9][CH2:10][CH2:11][CH2:6]1. The yield is 0.750. (5) The reactants are [C:1]([O:5][C:6]([N:8]1[CH2:13][CH2:12][CH:11]([S:14]([C:17]2[CH:22]=[CH:21][C:20](Br)=[CH:19][CH:18]=2)(=[O:16])=[O:15])[CH2:10][CH2:9]1)=[O:7])([CH3:4])([CH3:3])[CH3:2].[C:24]([NH2:27])(=[O:26])[CH3:25].CC1(C)C2C(=C(P(C3C=CC=CC=3)C3C=CC=CC=3)C=CC=2)OC2C(P(C3C=CC=CC=3)C3C=CC=CC=3)=CC=CC1=2.C(=O)([O-])[O-].[Cs+].[Cs+]. The catalyst is O1CCOCC1.C1C=CC(/C=C/C(/C=C/C2C=CC=CC=2)=O)=CC=1.C1C=CC(/C=C/C(/C=C/C2C=CC=CC=2)=O)=CC=1.C1C=CC(/C=C/C(/C=C/C2C=CC=CC=2)=O)=CC=1.[Pd].[Pd]. The product is [C:1]([O:5][C:6]([N:8]1[CH2:13][CH2:12][CH:11]([S:14]([C:17]2[CH:22]=[CH:21][C:20]([NH:27][C:24](=[O:26])[CH3:25])=[CH:19][CH:18]=2)(=[O:16])=[O:15])[CH2:10][CH2:9]1)=[O:7])([CH3:4])([CH3:3])[CH3:2]. The yield is 0.820. (6) No catalyst specified. The yield is 0.540. The product is [CH3:56][N:57]([CH2:58][C:43](/[C:2](=[CH:3]/[C:4]([O:6][CH2:7][CH2:8][C:9]([F:21])([F:20])[C:10]([F:18])([F:19])[C:11]([F:17])([F:16])[C:12]([F:15])([F:14])[F:13])=[O:5])/[C:1]([O:23][CH2:24][CH2:25][C:26]([F:37])([F:38])[C:27]([F:35])([F:36])[C:28]([F:33])([F:34])[C:29]([F:32])([F:31])[F:30])=[O:22])=[S:45])[CH3:60]. The reactants are [C:1]([O:23][CH2:24][CH2:25][C:26]([F:38])([F:37])[C:27]([F:36])([F:35])[C:28]([F:34])([F:33])[C:29]([F:32])([F:31])[F:30])(=[O:22])/[CH:2]=[CH:3]\[C:4]([O:6][CH2:7][CH2:8][C:9]([F:21])([F:20])[C:10]([F:19])([F:18])[C:11]([F:17])([F:16])[C:12]([F:15])([F:14])[F:13])=[O:5].Cl.CN([CH:43]([SH:45])C)C.C(=O)([O-])[O-].[K+].[K+].C(Cl)(Cl)Cl.[CH3:56][N:57]([CH3:60])[CH:58]=O. (7) The reactants are Br[C:2]1[CH:3]=[N:4][CH:5]=[C:6]([N:10]2[CH2:21][CH2:20][N:19]3[C:12](=[CH:13][C:14]4[CH2:15][C:16]([CH3:23])([CH3:22])[CH2:17][C:18]=43)[C:11]2=[O:24])[C:7]=1[CH:8]=[O:9].[CH3:25][N:26]1[CH:31]=[C:30](B2OC(C)(C)C(C)(C)O2)[CH:29]=[C:28]([NH:41][C:42]2[CH:47]=[CH:46][C:45]([N:48]3[CH2:53][CH2:52][N:51]([CH:54]4[CH2:57][O:56][CH2:55]4)[CH2:50][CH2:49]3)=[CH:44][N:43]=2)[C:27]1=[O:58].[O-]P([O-])([O-])=O.[K+].[K+].[K+].CC([O-])=O.[Na+]. The catalyst is CC#N.O.C1C=CC(P(C2C=CC=CC=2)[C-]2C=CC=C2)=CC=1.C1C=CC(P(C2C=CC=CC=2)[C-]2C=CC=C2)=CC=1.Cl[Pd]Cl.[Fe+2]. The product is [CH3:25][N:26]1[C:27](=[O:58])[C:28]([NH:41][C:42]2[CH:47]=[CH:46][C:45]([N:48]3[CH2:53][CH2:52][N:51]([CH:54]4[CH2:55][O:56][CH2:57]4)[CH2:50][CH2:49]3)=[CH:44][N:43]=2)=[CH:29][C:30]([C:2]2[C:7]([CH:8]=[O:9])=[C:6]([N:10]3[CH2:21][CH2:20][N:19]4[C:12](=[CH:13][C:14]5[CH2:15][C:16]([CH3:23])([CH3:22])[CH2:17][C:18]=54)[C:11]3=[O:24])[CH:5]=[N:4][CH:3]=2)=[CH:31]1. The yield is 0.350.